The task is: Predict the product of the given reaction.. This data is from Forward reaction prediction with 1.9M reactions from USPTO patents (1976-2016). (1) Given the reactants [CH2:1]([O:3][C:4](=[O:18])[CH2:5][CH2:6][C:7]1[C:16]2[C:11](=[CH:12][CH:13]=[CH:14][CH:15]=2)[C:10]([OH:17])=[CH:9][CH:8]=1)[CH3:2].[CH3:19][C:20]1[C:25]([CH2:26][CH2:27]O)=[CH:24][CH:23]=[C:22]([C:29]2[CH:34]=[CH:33][C:32]([C:35]([F:38])([F:37])[F:36])=[CH:31][CH:30]=2)[N:21]=1, predict the reaction product. The product is: [CH2:1]([O:3][C:4](=[O:18])[CH2:5][CH2:6][C:7]1[C:16]2[C:11](=[CH:12][CH:13]=[CH:14][CH:15]=2)[C:10]([O:17][CH2:27][CH2:26][C:25]2[C:20]([CH3:19])=[N:21][C:22]([C:29]3[CH:34]=[CH:33][C:32]([C:35]([F:38])([F:36])[F:37])=[CH:31][CH:30]=3)=[CH:23][CH:24]=2)=[CH:9][CH:8]=1)[CH3:2]. (2) Given the reactants [CH3:1][O:2][C:3]1[CH:4]=[CH:5][C:6]2[N:10]=[C:9]([S@:11]([CH2:13][C:14]3[C:19]([CH3:20])=[C:18]([O:21][CH3:22])[C:17]([CH3:23])=[CH:16][N:15]=3)=[O:12])[NH:8][C:7]=2[CH:24]=1.[OH-].[Na+].C1(C)C=CC=CC=1.[Na:34].COC1C=CC2N=C(S(CC3C(C)=C(OC)C(C)=CN=3)=O)NC=2C=1, predict the reaction product. The product is: [Na:34].[CH3:1][O:2][C:3]1[CH:4]=[CH:5][C:6]2[N:10]=[C:9]([S@:11]([CH2:13][C:14]3[C:19]([CH3:20])=[C:18]([O:21][CH3:22])[C:17]([CH3:23])=[CH:16][N:15]=3)=[O:12])[NH:8][C:7]=2[CH:24]=1. (3) Given the reactants [Cl:1][C:2]1[C:3]([C:17]2[CH:22]=[C:21]([Cl:23])[CH:20]=[CH:19][C:18]=2[C:24]#[N:25])=[CH:4][C:5](=[O:16])[N:6]([CH:8]([CH2:12][CH:13]2[CH2:15][CH2:14]2)[C:9](O)=[O:10])[CH:7]=1.[NH2:26][C:27]1[CH:39]=[CH:38][C:30]([C:31]([O:33][C:34]([CH3:37])([CH3:36])[CH3:35])=[O:32])=[CH:29][CH:28]=1, predict the reaction product. The product is: [Cl:1][C:2]1[C:3]([C:17]2[CH:22]=[C:21]([Cl:23])[CH:20]=[CH:19][C:18]=2[C:24]#[N:25])=[CH:4][C:5](=[O:16])[N:6]([CH:8]([CH2:12][CH:13]2[CH2:14][CH2:15]2)[C:9]([NH:26][C:27]2[CH:39]=[CH:38][C:30]([C:31]([O:33][C:34]([CH3:35])([CH3:36])[CH3:37])=[O:32])=[CH:29][CH:28]=2)=[O:10])[CH:7]=1. (4) Given the reactants [NH2:1][C:2]1[CH:7]=[CH:6][CH:5]=[CH:4][C:3]=1[NH:8][C:9]([NH:11][C:12]1[CH:17]=[CH:16][C:15]([Cl:18])=[CH:14][CH:13]=1)=[O:10].N1C=CC=CC=1.[C:25]1([CH3:35])[C:26]([S:31](Cl)(=[O:33])=[O:32])=[CH:27][CH:28]=[CH:29][CH:30]=1, predict the reaction product. The product is: [Cl:18][C:15]1[CH:16]=[CH:17][C:12]([NH:11][C:9](=[O:10])[NH:8][C:3]2[CH:4]=[CH:5][CH:6]=[CH:7][C:2]=2[NH:1][S:31]([C:26]2[CH:27]=[CH:28][CH:29]=[CH:30][C:25]=2[CH3:35])(=[O:33])=[O:32])=[CH:13][CH:14]=1. (5) Given the reactants [Br:1][C:2]1[CH:15]=[CH:14][C:5]([O:6][CH2:7][C:8]2([CH2:12][OH:13])[CH2:11][O:10][CH2:9]2)=[CH:4][CH:3]=1.CC1(C)N([O])C(C)(C)CCC1.P([O-])([O-])([O-])=[O:28].[O-]Cl=O.[Na+].Cl[O-].[Na+], predict the reaction product. The product is: [Br:1][C:2]1[CH:3]=[CH:4][C:5]([O:6][CH2:7][C:8]2([C:12]([OH:28])=[O:13])[CH2:9][O:10][CH2:11]2)=[CH:14][CH:15]=1. (6) Given the reactants [CH2:1]([C:3]([C:24]1[CH:29]=[CH:28][C:27]([OH:30])=[C:26]([CH3:31])[CH:25]=1)([C:6]1[CH:11]=[CH:10][C:9](/[CH:12]=[CH:13]/[C:14]([CH2:21][CH3:22])([OH:20])[C:15]#[C:16][CH2:17][CH2:18][CH3:19])=[C:8]([CH3:23])[CH:7]=1)[CH2:4][CH3:5])[CH3:2].C([O-])([O-])=O.[K+].[K+].C1(C)C=CC(S([CH2:47][C@H:48]2[O:52][C:51](=[O:53])[CH2:50][CH2:49]2)(=O)=O)=CC=1.C(OCC)(=O)C, predict the reaction product. The product is: [CH2:1]([C:3]([C:24]1[CH:29]=[CH:28][C:27]([O:30][CH2:47][C@H:48]2[O:52][C:51](=[O:53])[CH2:50][CH2:49]2)=[C:26]([CH3:31])[CH:25]=1)([C:6]1[CH:11]=[CH:10][C:9](/[CH:12]=[CH:13]/[C:14]([CH2:21][CH3:22])([OH:20])[C:15]#[C:16][CH2:17][CH2:18][CH3:19])=[C:8]([CH3:23])[CH:7]=1)[CH2:4][CH3:5])[CH3:2]. (7) Given the reactants [CH:1]1([CH2:5][NH:6][C:7]([C:9]2[N:14]=[C:13]([O:15][CH2:16][C:17](O)=[O:18])[CH:12]=[CH:11][C:10]=2[NH:20][C:21]([C:23]2[C:32]3[C:27](=[CH:28][CH:29]=[CH:30][CH:31]=3)[C:26]([CH2:33][N:34]3[CH:38]=[CH:37][N:36]=[N:35]3)=[CH:25][CH:24]=2)=[O:22])=[O:8])[CH2:4][CH2:3][CH2:2]1.Cl.[NH2:40][OH:41], predict the reaction product. The product is: [CH:1]1([CH2:5][NH:6][C:7]([C:9]2[C:10]([NH:20][C:21]([C:23]3[C:32]4[C:27](=[CH:28][CH:29]=[CH:30][CH:31]=4)[C:26]([CH2:33][N:34]4[CH:38]=[CH:37][N:36]=[N:35]4)=[CH:25][CH:24]=3)=[O:22])=[CH:11][CH:12]=[C:13]([O:15][CH2:16][C:17](=[O:18])[NH:40][OH:41])[N:14]=2)=[O:8])[CH2:4][CH2:3][CH2:2]1.